From a dataset of Forward reaction prediction with 1.9M reactions from USPTO patents (1976-2016). Predict the product of the given reaction. Given the reactants [Cl:1][C:2]1[CH:7]=[CH:6][C:5]([C:8]2[N:12](/[CH:13]=[CH:14]/[C:15]([F:18])([F:17])[F:16])[C:11](=[O:19])[N:10]([CH2:20][C:21]([O:23]C)=[O:22])[N:9]=2)=[CH:4][CH:3]=1.[OH-].[Li+].Cl, predict the reaction product. The product is: [Cl:1][C:2]1[CH:7]=[CH:6][C:5]([C:8]2[N:12](/[CH:13]=[CH:14]/[C:15]([F:17])([F:16])[F:18])[C:11](=[O:19])[N:10]([CH2:20][C:21]([OH:23])=[O:22])[N:9]=2)=[CH:4][CH:3]=1.